From a dataset of Forward reaction prediction with 1.9M reactions from USPTO patents (1976-2016). Predict the product of the given reaction. (1) Given the reactants [CH3:1][C:2]([C:4]1[CH:9]=[CH:8][C:7](F)=[CH:6][CH:5]=1)=[O:3].[I:11][C:12]1[CH:17]=[CH:16][C:15]([OH:18])=[CH:14][CH:13]=1.C(=O)([O-])[O-].[K+].[K+], predict the reaction product. The product is: [I:11][C:12]1[CH:17]=[CH:16][C:15]([O:18][C:7]2[CH:8]=[CH:9][C:4]([C:2](=[O:3])[CH3:1])=[CH:5][CH:6]=2)=[CH:14][CH:13]=1. (2) Given the reactants Cl.[N:2]1[CH:7]=[CH:6][C:5]([C:8]([C@@H:10]2[CH2:15][CH2:14][CH2:13][CH2:12][C@@H:11]2[C:16]([OH:18])=[O:17])=O)=[CH:4][CH:3]=1.[OH-].[Na+], predict the reaction product. The product is: [N:2]1[CH:7]=[CH:6][C:5]([CH2:8][C@H:10]2[CH2:15][CH2:14][CH2:13][CH2:12][C@@H:11]2[C:16]([OH:18])=[O:17])=[CH:4][CH:3]=1.